This data is from Full USPTO retrosynthesis dataset with 1.9M reactions from patents (1976-2016). The task is: Predict the reactants needed to synthesize the given product. Given the product [CH3:1][O:2][C:3]1[CH:4]=[C:5]([NH:15][C:16]2[N:20]=[C:19]3[N:21]=[C:24]([C:23]([F:35])([F:36])[F:22])[CH:25]=[C:26]([C:28]4[CH:33]=[N:32][CH:31]=[CH:30][N:29]=4)[N:18]3[N:17]=2)[CH:6]=[CH:7][C:8]=1[N:9]1[CH:13]=[C:12]([CH3:14])[N:11]=[CH:10]1, predict the reactants needed to synthesize it. The reactants are: [CH3:1][O:2][C:3]1[CH:4]=[C:5]([NH:15][C:16]2[N:20]=[C:19]([NH2:21])[NH:18][N:17]=2)[CH:6]=[CH:7][C:8]=1[N:9]1[CH:13]=[C:12]([CH3:14])[N:11]=[CH:10]1.[F:22][C:23]([F:36])([F:35])[C:24](=O)[CH2:25][C:26]([C:28]1[CH:33]=[N:32][CH:31]=[CH:30][N:29]=1)=O.